Dataset: Forward reaction prediction with 1.9M reactions from USPTO patents (1976-2016). Task: Predict the product of the given reaction. (1) The product is: [Br:31][C:10]1[C:11](=[O:30])[N:12]([CH2:15][C:16]2[CH:21]=[CH:20][C:19]([OH:22])=[CH:18][CH:17]=2)[CH:13]=[CH:14][C:9]=1[OH:8]. Given the reactants C([O:8][C:9]1[CH:14]=[CH:13][N:12]([CH2:15][C:16]2[CH:21]=[CH:20][C:19]([O:22]CC3C=CC=CC=3)=[CH:18][CH:17]=2)[C:11](=[O:30])[C:10]=1[Br:31])C1C=CC=CC=1.[H][H], predict the reaction product. (2) Given the reactants [C:1]([O:5][C:6](=[O:10])[C@H:7]([CH3:9])[NH2:8])([CH3:4])([CH3:3])[CH3:2].[CH2:11]1[CH2:17][S:14](=[O:16])(=[O:15])[O:13][CH2:12]1, predict the reaction product. The product is: [C:1]([O:5][C:6](=[O:10])[C@@H:7]([NH:8][CH2:12][CH2:11][CH2:17][S:14]([OH:16])(=[O:15])=[O:13])[CH3:9])([CH3:4])([CH3:3])[CH3:2]. (3) Given the reactants [OH:1][C:2]1[CH:21]=[CH:20][C:5]([C:6]([NH:8][C@H:9]2[CH2:14][CH2:13][CH2:12][CH2:11][C@H:10]2[C:15]([O:17][CH2:18][CH3:19])=[O:16])=[O:7])=[CH:4][CH:3]=1.C(=O)([O-])[O-].[K+].[K+].Cl.Cl[CH2:30][CH2:31][N:32]1[CH2:37][CH2:36][O:35][CH2:34][CH2:33]1, predict the reaction product. The product is: [N:32]1([CH2:31][CH2:30][O:1][C:2]2[CH:21]=[CH:20][C:5]([C:6]([NH:8][C@H:9]3[CH2:14][CH2:13][CH2:12][CH2:11][C@H:10]3[C:15]([O:17][CH2:18][CH3:19])=[O:16])=[O:7])=[CH:4][CH:3]=2)[CH2:37][CH2:36][O:35][CH2:34][CH2:33]1. (4) Given the reactants C([O:3][C:4]([C:6]1[N:10]([CH2:11][C:12]2[CH:17]=[CH:16][CH:15]=[C:14]([Cl:18])[CH:13]=2)[C:9]2[CH:19]=[C:20]([C:22]3[CH:27]=[CH:26][C:25]([C:28]([CH3:31])([CH3:30])[CH3:29])=[CH:24][CH:23]=3)[S:21][C:8]=2[C:7]=1[C:32]1[CH:37]=[CH:36][C:35]([C:38]([CH3:41])([CH3:40])[CH3:39])=[CH:34][CH:33]=1)=[O:5])C.[OH-].[K+].Cl, predict the reaction product. The product is: [C:28]([C:25]1[CH:26]=[CH:27][C:22]([C:20]2[S:21][C:8]3[C:7]([C:32]4[CH:37]=[CH:36][C:35]([C:38]([CH3:41])([CH3:40])[CH3:39])=[CH:34][CH:33]=4)=[C:6]([C:4]([OH:5])=[O:3])[N:10]([CH2:11][C:12]4[CH:17]=[CH:16][CH:15]=[C:14]([Cl:18])[CH:13]=4)[C:9]=3[CH:19]=2)=[CH:23][CH:24]=1)([CH3:29])([CH3:30])[CH3:31].